This data is from Full USPTO retrosynthesis dataset with 1.9M reactions from patents (1976-2016). The task is: Predict the reactants needed to synthesize the given product. (1) Given the product [F:23][CH:8]([CH2:7][N:5]1[CH:6]=[C:2]([NH:1][C:31](=[O:32])[CH2:30][C:25]2[CH:26]=[CH:27][CH:28]=[CH:29][N:24]=2)[N:3]=[N:4]1)[CH2:9][CH2:10][N:11]1[CH:15]=[C:14]([C:16]([O:18][C:19]([CH3:20])([CH3:22])[CH3:21])=[O:17])[N:13]=[N:12]1, predict the reactants needed to synthesize it. The reactants are: [NH2:1][C:2]1[N:3]=[N:4][N:5]([CH2:7][CH:8]([F:23])[CH2:9][CH2:10][N:11]2[CH:15]=[C:14]([C:16]([O:18][C:19]([CH3:22])([CH3:21])[CH3:20])=[O:17])[N:13]=[N:12]2)[CH:6]=1.[N:24]1[CH:29]=[CH:28][CH:27]=[CH:26][C:25]=1[CH2:30][C:31](O)=[O:32].CN(C(ON1N=NC2C=CC=NC1=2)=[N+](C)C)C.F[P-](F)(F)(F)(F)F.CCN(C(C)C)C(C)C. (2) Given the product [C:1]([O:5][C:6]([NH:8][C@H:9]([C:30]([O:32][C:33]([CH3:36])([CH3:35])[CH3:34])=[O:31])[CH2:10][C@H:11]([CH2:19][C:20]1[CH:25]=[CH:24][C:23]([CH2:26][CH2:27][CH2:28][F:44])=[CH:22][N:21]=1)[C:12]([O:14][C:15]([CH3:18])([CH3:17])[CH3:16])=[O:13])=[O:7])([CH3:4])([CH3:3])[CH3:2], predict the reactants needed to synthesize it. The reactants are: [C:1]([O:5][C:6]([NH:8][C@H:9]([C:30]([O:32][C:33]([CH3:36])([CH3:35])[CH3:34])=[O:31])[CH2:10][C@H:11]([CH2:19][C:20]1[CH:25]=[CH:24][C:23]([CH2:26][CH2:27][CH2:28]O)=[CH:22][N:21]=1)[C:12]([O:14][C:15]([CH3:18])([CH3:17])[CH3:16])=[O:13])=[O:7])([CH3:4])([CH3:3])[CH3:2].C(N(CC)CC)C.[F:44]C(F)(S(F)(=O)=O)C(F)(F)C(F)(F)C(F)(F)F.F.F.F.C(N(CC)CC)C. (3) Given the product [Cl:24][CH2:25][C:26]([N:13]([CH2:12][CH:7]1[CH2:6][C:5]2[C:9](=[CH:10][CH:11]=[C:3]([C:1]#[N:2])[CH:4]=2)[CH2:8]1)[CH2:14][CH2:15][NH:16][C:17](=[O:23])[O:18][C:19]([CH3:20])([CH3:22])[CH3:21])=[O:27], predict the reactants needed to synthesize it. The reactants are: [C:1]([C:3]1[CH:4]=[C:5]2[C:9](=[CH:10][CH:11]=1)[CH2:8][CH:7]([CH2:12][NH:13][CH2:14][CH2:15][NH:16][C:17](=[O:23])[O:18][C:19]([CH3:22])([CH3:21])[CH3:20])[CH2:6]2)#[N:2].[Cl:24][CH2:25][C:26](Cl)=[O:27]. (4) Given the product [CH:3]1[C:4]2[CH:5]=[CH:6][C:7]3[C:12](=[CH:11][CH:10]=[CH:9][CH:8]=3)[C:13]=2[CH:14]=[CH:15][C:2]=1[B:21]([OH:26])[OH:22], predict the reactants needed to synthesize it. The reactants are: I[C:2]1[CH:15]=[CH:14][C:13]2[C:12]3[C:7](=[CH:8][CH:9]=[CH:10][CH:11]=3)[CH:6]=[CH:5][C:4]=2[CH:3]=1.C([Li])CCC.[B:21](OC(C)C)([O:26]C(C)C)[O:22]C(C)C.Cl. (5) Given the product [O:7]=[C:8]1[CH2:13][CH2:12][CH2:11][N:10]([C:14]([O:16][C:17]([CH3:20])([CH3:19])[CH3:18])=[O:15])[CH2:9]1, predict the reactants needed to synthesize it. The reactants are: C(Cl)(=O)C(Cl)=O.[OH:7][CH:8]1[CH2:13][CH2:12][CH2:11][N:10]([C:14]([O:16][C:17]([CH3:20])([CH3:19])[CH3:18])=[O:15])[CH2:9]1.CN(C)C.[Cl-].[NH4+]. (6) Given the product [F:16][C:9]1[CH:10]=[C:11]([O:14][CH3:15])[CH:12]=[CH:13][C:8]=1[CH2:7][CH2:6][N:29]1[CH2:30][CH2:31][CH2:32][C@H:28]1[CH3:27], predict the reactants needed to synthesize it. The reactants are: CS(O[CH2:6][CH2:7][C:8]1[CH:13]=[CH:12][C:11]([O:14][CH3:15])=[CH:10][C:9]=1[F:16])(=O)=O.C1(S(O)(=O)=O)C=CC=CC=1.[CH3:27][C@@H:28]1[CH2:32][CH2:31][CH2:30][NH:29]1.C(=O)([O-])[O-].[K+].[K+]. (7) Given the product [Cl:1][C:2]1[CH:3]=[C:4]2[C:9](=[CH:10][CH:11]=1)[N:8]=[C:7]([NH:12][C:13]([N:31]1[CH2:30][CH2:29][N:28]([C:23]3[CH:24]=[CH:25][CH:26]=[CH:27][C:22]=3[O:21][CH3:20])[CH2:33][CH2:32]1)=[O:17])[C:6]([O:18][CH3:19])=[N:5]2, predict the reactants needed to synthesize it. The reactants are: [Cl:1][C:2]1[CH:3]=[C:4]2[C:9](=[CH:10][CH:11]=1)[N:8]=[C:7]([NH:12][C:13](=[O:17])OCC)[C:6]([O:18][CH3:19])=[N:5]2.[CH3:20][O:21][C:22]1[CH:27]=[CH:26][CH:25]=[CH:24][C:23]=1[N:28]1[CH2:33][CH2:32][NH:31][CH2:30][CH2:29]1.